This data is from Full USPTO retrosynthesis dataset with 1.9M reactions from patents (1976-2016). The task is: Predict the reactants needed to synthesize the given product. (1) Given the product [CH3:1][S:2]([C:5]([C:8]1[CH:9]=[C:10]2[C:15](=[C:16]([C:18]3[CH:23]=[CH:22][CH:21]=[C:20]([C:24]4[CH:29]=[CH:28][CH:27]=[C:26]([S:41]([CH3:34])(=[O:43])=[O:40])[N:25]=4)[CH:19]=3)[CH:17]=1)[N:14]=[CH:13][CH:12]=[CH:11]2)([CH3:7])[CH3:6])(=[O:3])=[O:45], predict the reactants needed to synthesize it. The reactants are: [CH3:1][S:2]([C:5]([C:8]1[CH:9]=[C:10]2[C:15](=[C:16]([C:18]3[CH:23]=[CH:22][CH:21]=[C:20]([C:24]4[CH:29]=[CH:28][CH:27]=[C:26](SC)[N:25]=4)[CH:19]=3)[CH:17]=1)[N:14]=[CH:13][CH:12]=[CH:11]2)([CH3:7])[CH3:6])(=O)=[O:3].CO.[C:34]([O-])(O)=O.[Na+].O[O:40][S:41]([O-:43])=O.[K+].[OH2:45]. (2) Given the product [NH2:1][C:2]1[N:3]=[CH:4][C:5]2[CH2:11][N:10]([C:12]3[C:13](=[O:19])[N:14]([C:30]4[CH:29]=[CH:28][C:27]([NH:26][C:25](=[O:34])[O:24][C:20]([CH3:22])([CH3:21])[CH3:23])=[CH:32][CH:31]=4)[CH:15]=[CH:16][C:17]=3[CH3:18])[CH2:9][CH2:8][C:6]=2[N:7]=1, predict the reactants needed to synthesize it. The reactants are: [NH2:1][C:2]1[N:3]=[CH:4][C:5]2[CH2:11][N:10]([C:12]3[C:13](=[O:19])[NH:14][CH:15]=[CH:16][C:17]=3[CH3:18])[CH2:9][CH2:8][C:6]=2[N:7]=1.[C:20]([O:24][C:25](=[O:34])[NH:26][C:27]1[CH:32]=[CH:31][C:30](I)=[CH:29][CH:28]=1)([CH3:23])([CH3:22])[CH3:21].CNCCNC.P([O-])([O-])([O-])=O.[K+].[K+].[K+]. (3) Given the product [Br:1][C:2]1[C:3]([CH2:13][Br:18])=[N:4][C:5]2[C:10]([CH:11]=1)=[CH:9][CH:8]=[CH:7][C:6]=2[F:12], predict the reactants needed to synthesize it. The reactants are: [Br:1][C:2]1[C:3]([CH3:13])=[N:4][C:5]2[C:10]([CH:11]=1)=[CH:9][CH:8]=[CH:7][C:6]=2[F:12].CC(O)=O.[Br:18]N1C(=O)CCC1=O. (4) Given the product [C:1]([O:5][C:6]([N:8]1[CH2:14][CH2:13][CH2:12][N:11]([S:15](=[O:17])(=[O:16])[NH2:18])[CH2:10][CH2:9]1)=[O:7])([CH3:4])([CH3:2])[CH3:3], predict the reactants needed to synthesize it. The reactants are: [C:1]([O:5][C:6]([N:8]1[CH2:14][CH2:13][CH2:12][NH:11][CH2:10][CH2:9]1)=[O:7])([CH3:4])([CH3:3])[CH3:2].[S:15](N)([NH2:18])(=[O:17])=[O:16]. (5) Given the product [ClH:26].[CH:1]([N:4]1[CH:12]=[C:11]2[C:6]([C:7](=[O:25])[NH:8][C:9]3([CH2:13][CH2:14][NH:15][CH2:16][CH2:17]3)[CH2:10]2)=[N:5]1)([CH3:3])[CH3:2], predict the reactants needed to synthesize it. The reactants are: [CH:1]([N:4]1[CH:12]=[C:11]2[C:6]([C:7](=[O:25])[NH:8][C:9]3([CH2:17][CH2:16][N:15](C(OC(C)(C)C)=O)[CH2:14][CH2:13]3)[CH2:10]2)=[N:5]1)([CH3:3])[CH3:2].[ClH:26]. (6) Given the product [CH:23]1([NH:27][C:20]([C:13]2[C:14]([C:16]([F:19])([F:18])[F:17])=[N:15][C:10]([NH:9][C:3]3[CH:4]=[C:5]([Cl:8])[CH:6]=[CH:7][C:2]=3[Cl:1])=[N:11][CH:12]=2)=[O:22])[CH2:26][CH2:25][CH2:24]1, predict the reactants needed to synthesize it. The reactants are: [Cl:1][C:2]1[CH:7]=[CH:6][C:5]([Cl:8])=[CH:4][C:3]=1[NH:9][C:10]1[N:15]=[C:14]([C:16]([F:19])([F:18])[F:17])[C:13]([C:20]([OH:22])=O)=[CH:12][N:11]=1.[CH:23]1([NH2:27])[CH2:26][CH2:25][CH2:24]1.